Task: Regression. Given two drug SMILES strings and cell line genomic features, predict the synergy score measuring deviation from expected non-interaction effect.. Dataset: NCI-60 drug combinations with 297,098 pairs across 59 cell lines (1) Drug 1: C1CCN(CC1)CCOC2=CC=C(C=C2)C(=O)C3=C(SC4=C3C=CC(=C4)O)C5=CC=C(C=C5)O. Drug 2: CC12CCC3C(C1CCC2=O)CC(=C)C4=CC(=O)C=CC34C. Cell line: MDA-MB-435. Synergy scores: CSS=47.5, Synergy_ZIP=3.97, Synergy_Bliss=-1.17, Synergy_Loewe=-3.02, Synergy_HSA=-3.64. (2) Cell line: OVCAR3. Drug 2: C1=NC2=C(N=C(N=C2N1C3C(C(C(O3)CO)O)F)Cl)N. Synergy scores: CSS=22.7, Synergy_ZIP=-1.24, Synergy_Bliss=2.99, Synergy_Loewe=-21.4, Synergy_HSA=2.06. Drug 1: CC1=C(C=C(C=C1)NC2=NC=CC(=N2)N(C)C3=CC4=NN(C(=C4C=C3)C)C)S(=O)(=O)N.Cl. (3) Drug 1: C1CCC(C(C1)N)N.C(=O)(C(=O)[O-])[O-].[Pt+4]. Drug 2: C(CCl)NC(=O)N(CCCl)N=O. Cell line: LOX IMVI. Synergy scores: CSS=23.5, Synergy_ZIP=1.51, Synergy_Bliss=7.73, Synergy_Loewe=5.57, Synergy_HSA=6.90. (4) Drug 1: COC1=C2C(=CC3=C1OC=C3)C=CC(=O)O2. Drug 2: C1CN(P(=O)(OC1)NCCCl)CCCl. Cell line: MOLT-4. Synergy scores: CSS=1.15, Synergy_ZIP=5.39, Synergy_Bliss=-0.205, Synergy_Loewe=-1.34, Synergy_HSA=-1.38. (5) Drug 1: CC1=C(C=C(C=C1)C(=O)NC2=CC(=CC(=C2)C(F)(F)F)N3C=C(N=C3)C)NC4=NC=CC(=N4)C5=CN=CC=C5. Drug 2: CC1CCC2CC(C(=CC=CC=CC(CC(C(=O)C(C(C(=CC(C(=O)CC(OC(=O)C3CCCCN3C(=O)C(=O)C1(O2)O)C(C)CC4CCC(C(C4)OC)O)C)C)O)OC)C)C)C)OC. Cell line: SF-268. Synergy scores: CSS=-5.76, Synergy_ZIP=4.04, Synergy_Bliss=1.55, Synergy_Loewe=-7.63, Synergy_HSA=-6.56.